From a dataset of Forward reaction prediction with 1.9M reactions from USPTO patents (1976-2016). Predict the product of the given reaction. (1) Given the reactants Cl.Cl.Cl.[O:4]1[C:8]2[CH:9]=[CH:10][CH:11]=[C:12]([N:13]3[CH2:18][CH2:17][N:16]([CH2:19][CH2:20][C@H:21]4[CH2:26][CH2:25][C@H:24]([NH2:27])[CH2:23][CH2:22]4)[CH2:15][CH2:14]3)[C:7]=2[O:6][CH2:5]1.[CH3:28][O:29][CH2:30][C:31](O)=[O:32], predict the reaction product. The product is: [O:4]1[C:8]2[CH:9]=[CH:10][CH:11]=[C:12]([N:13]3[CH2:18][CH2:17][N:16]([CH2:19][CH2:20][C@H:21]4[CH2:26][CH2:25][C@H:24]([NH:27][C:31](=[O:32])[CH2:30][O:29][CH3:28])[CH2:23][CH2:22]4)[CH2:15][CH2:14]3)[C:7]=2[O:6][CH2:5]1. (2) Given the reactants [C:1]([C:3]1[CH:4]=[C:5]([C:26]2[S:27][C:28]3[N:29]=[CH:30][N:31]=[CH:32][C:33]=3[N:34]=2)[CH:6]=[CH:7][C:8]=1[O:9][C:10]1[CH:15]=[CH:14][CH:13]=[CH:12][C:11]=1[C:16]([O:18]CC1C=CC=CC=1)=[O:17])#[N:2].[OH-].[Na+].Cl, predict the reaction product. The product is: [C:1]([C:3]1[CH:4]=[C:5]([C:26]2[S:27][C:28]3[N:29]=[CH:30][N:31]=[CH:32][C:33]=3[N:34]=2)[CH:6]=[CH:7][C:8]=1[O:9][C:10]1[CH:15]=[CH:14][CH:13]=[CH:12][C:11]=1[C:16]([OH:18])=[O:17])#[N:2]. (3) Given the reactants C(=O)C.[Br:4][C:5]1[CH:11]=[CH:10][C:8]([NH2:9])=CC=1.P(O)(O[C:15]1[CH:20]=CC=[CH:17][CH:16]=1)(O[C:15]1[CH:20]=CC=[CH:17][CH:16]=1)=O.[CH:29](/[NH:32][C:33](=[O:42])[O:34][CH2:35][C:36]1[CH:41]=[CH:40][CH:39]=[CH:38][CH:37]=1)=[CH:30]\[CH3:31], predict the reaction product. The product is: [Br:4][C:5]1[CH:31]=[C:30]2[C:8](=[CH:10][CH:11]=1)[NH:9][C@@H:16]([CH3:17])[C@H:15]([CH3:20])[C@H:29]2[NH:32][C:33](=[O:42])[O:34][CH2:35][C:36]1[CH:37]=[CH:38][CH:39]=[CH:40][CH:41]=1. (4) Given the reactants I[C:2]1[N:3]=[CH:4][N:5]([C:7]2[CH:12]=[C:11]([C:13]([F:16])([F:15])[F:14])[CH:10]=[C:9]([C:17]3[CH:22]=[CH:21][C:20]([C:23]([F:26])([F:25])[F:24])=[CH:19][CH:18]=3)[N:8]=2)[CH:6]=1.[NH2:27][C:28]1[N:33]=[CH:32][C:31](B2OC(C)(C)C(C)(C)O2)=[CH:30][N:29]=1, predict the reaction product. The product is: [F:14][C:13]([F:16])([F:15])[C:11]1[CH:10]=[C:9]([C:17]2[CH:22]=[CH:21][C:20]([C:23]([F:26])([F:25])[F:24])=[CH:19][CH:18]=2)[N:8]=[C:7]([N:5]2[CH:6]=[C:2]([C:31]3[CH:30]=[N:29][C:28]([NH2:27])=[N:33][CH:32]=3)[N:3]=[CH:4]2)[CH:12]=1. (5) Given the reactants Cl[C:2]1[N:7]=[C:6]([C:8]([F:11])([F:10])[F:9])[CH:5]=[CH:4][N:3]=1.O.ClCCl.[CH2:16]([NH2:20])[CH:17]([CH3:19])[CH3:18], predict the reaction product. The product is: [CH3:18][CH:17]([CH3:19])[CH2:16][NH:20][C:2]1[N:7]=[C:6]([C:8]([F:11])([F:10])[F:9])[CH:5]=[CH:4][N:3]=1. (6) Given the reactants [NH2:1][C:2]1[C:7]([C:8]#[N:9])=[C:6](Cl)[N:5]=[C:4]([C:11]([NH:13][CH2:14][CH:15]2[CH2:20][CH2:19][N:18]([CH2:21][C:22]3[S:26][C:25]([C:27]4[C:32]([F:33])=[CH:31][CH:30]=[CH:29][C:28]=4[F:34])=[N:24][CH:23]=3)[CH2:17][CH2:16]2)=[O:12])[CH:3]=1.[CH:35]1([CH2:38][OH:39])[CH2:37][CH2:36]1, predict the reaction product. The product is: [NH2:1][C:2]1[C:7]([C:8]#[N:9])=[C:6]([O:39][CH2:38][CH:35]2[CH2:37][CH2:36]2)[N:5]=[C:4]([C:11]([NH:13][CH2:14][CH:15]2[CH2:20][CH2:19][N:18]([CH2:21][C:22]3[S:26][C:25]([C:27]4[C:32]([F:33])=[CH:31][CH:30]=[CH:29][C:28]=4[F:34])=[N:24][CH:23]=3)[CH2:17][CH2:16]2)=[O:12])[CH:3]=1.